Dataset: Full USPTO retrosynthesis dataset with 1.9M reactions from patents (1976-2016). Task: Predict the reactants needed to synthesize the given product. Given the product [F:1][C:2]1[CH:3]=[C:4]([CH:45]=[CH:46][CH:47]=1)[CH2:5][N:6]1[C:10]([CH3:11])=[C:9]([C:12]2[C:20]3[C:15](=[N:16][CH:17]=[C:18]([C:21]4[CH:22]=[CH:23][C:24]([O:32][CH3:33])=[C:25]([NH:27][S:28]([CH3:31])(=[O:30])=[O:29])[CH:26]=4)[CH:19]=3)[NH:14][CH:13]=2)[C:8]([CH3:44])=[N:7]1, predict the reactants needed to synthesize it. The reactants are: [F:1][C:2]1[CH:3]=[C:4]([CH:45]=[CH:46][CH:47]=1)[CH2:5][N:6]1[C:10]([CH3:11])=[C:9]([C:12]2[C:20]3[C:15](=[N:16][CH:17]=[C:18]([C:21]4[CH:22]=[CH:23][C:24]([O:32][CH3:33])=[C:25]([NH:27][S:28]([CH3:31])(=[O:30])=[O:29])[CH:26]=4)[CH:19]=3)[N:14](S(C3C=CC(C)=CC=3)(=O)=O)[CH:13]=2)[C:8]([CH3:44])=[N:7]1.[OH-].[Li+].